This data is from Forward reaction prediction with 1.9M reactions from USPTO patents (1976-2016). The task is: Predict the product of the given reaction. (1) Given the reactants [CH2:1]([Si:4]([CH2:18][CH:19]=[CH2:20])([CH2:15][CH:16]=[CH2:17])[CH2:5][CH2:6][CH2:7][C:8]1[CH:13]=[CH:12][C:11](Br)=[CH:10][CH:9]=1)[CH:2]=[CH2:3].C([Mg]Cl)(C)C.[Li]CCCC.CN(C)[CH:33]=[O:34].[Cl-].[NH4+], predict the reaction product. The product is: [CH2:1]([Si:4]([CH2:18][CH:19]=[CH2:20])([CH2:15][CH:16]=[CH2:17])[CH2:5][CH2:6][CH2:7][C:8]1[CH:13]=[CH:12][C:11]([CH:33]=[O:34])=[CH:10][CH:9]=1)[CH:2]=[CH2:3]. (2) The product is: [Cl:21][C:10]1[N:6]([S:3]([N:2]([CH3:15])[CH3:1])(=[O:5])=[O:4])[N:7]=[C:8]([C:11]([F:14])([F:12])[F:13])[CH:9]=1. Given the reactants [CH3:1][N:2]([CH3:15])[S:3]([N:6]1[CH:10]=[CH:9][C:8]([C:11]([F:14])([F:13])[F:12])=[N:7]1)(=[O:5])=[O:4].C([Li])CCC.[Cl:21]C(Cl)(Cl)C(Cl)(Cl)Cl, predict the reaction product.